From a dataset of Reaction yield outcomes from USPTO patents with 853,638 reactions. Predict the reaction yield, written as a fraction of the theoretical maximum amount of product (1.0 means a 100% yield; for example, 0.34 means a 34% yield). (1) The reactants are Cl[C:2]1[CH:7]=[CH:6][C:5]([C:8]([F:11])([F:10])[F:9])=[CH:4][N:3]=1.[O:12]1CCO[CH:13]1[C:17]1[CH:18]=[C:19]([CH2:23][CH2:24][OH:25])[CH:20]=[CH:21][CH:22]=1.[H-].[Na+]. The catalyst is CN(C=O)C. The product is [F:9][C:8]([F:11])([F:10])[C:5]1[CH:6]=[CH:7][C:2]([O:25][CH2:24][CH2:23][C:19]2[CH:18]=[C:17]([CH:22]=[CH:21][CH:20]=2)[CH:13]=[O:12])=[N:3][CH:4]=1. The yield is 0.820. (2) The reactants are [CH2:1]([C:19]1[CH:24]=[CH:23][C:22]([S:25](Cl)(=[O:27])=[O:26])=[CH:21][CH:20]=1)[CH2:2][CH2:3][CH2:4][CH2:5][CH2:6][CH2:7][CH2:8][CH2:9][CH2:10][CH2:11][CH2:12][CH2:13][CH2:14][CH2:15][CH2:16][CH2:17][CH3:18].[S:29]1[CH:33]=[N:32][N:31]=[C:30]1[NH2:34].Cl. The catalyst is N1C=CC=CC=1. The product is [CH2:1]([C:19]1[CH:24]=[CH:23][C:22]([S:25]([NH:34][C:30]2[S:29][CH:33]=[N:32][N:31]=2)(=[O:27])=[O:26])=[CH:21][CH:20]=1)[CH2:2][CH2:3][CH2:4][CH2:5][CH2:6][CH2:7][CH2:8][CH2:9][CH2:10][CH2:11][CH2:12][CH2:13][CH2:14][CH2:15][CH2:16][CH2:17][CH3:18]. The yield is 0.510. (3) The reactants are [CH3:1][O:2][C:3](=[O:33])[C@@H:4]([NH:7][C:8](=[O:32])[C:9]1[CH:14]=[CH:13][C:12]([C:15]#[C:16]/[CH:17]=[CH:18]/[C:19]2[CH:24]=[CH:23][C:22]([CH2:25][N:26]3[CH2:31][CH2:30][O:29][CH2:28][CH2:27]3)=[CH:21][CH:20]=2)=[CH:11][CH:10]=1)[CH2:5]O.C[CH2:35][N:36](C(C)C)C(C)C.CS(Cl)(=O)=O.CN.C1COCC1. The product is [CH3:1][O:2][C:3](=[O:33])[C@@H:4]([NH:7][C:8](=[O:32])[C:9]1[CH:14]=[CH:13][C:12]([C:15]#[C:16]/[CH:17]=[CH:18]/[C:19]2[CH:24]=[CH:23][C:22]([CH2:25][N:26]3[CH2:31][CH2:30][O:29][CH2:28][CH2:27]3)=[CH:21][CH:20]=2)=[CH:11][CH:10]=1)[CH2:5][NH:36][CH3:35]. The yield is 0.650. The catalyst is C(Cl)Cl. (4) The reactants are C(OC([C@@]1(N[C:13]([O:15][C:16]([CH3:19])([CH3:18])[CH3:17])=[O:14])C[C@H]1C1CC1)=O)C.CC[N:22]([CH2:25][CH3:26])[CH2:23]C.C1C=CC(P(N=[N+]=[N-])(C2C=CC=CC=2)=[O:34])=CC=1.[CH3:44][Si:45]([CH3:50])([CH3:49])[CH2:46][CH2:47][OH:48].[CH:51]1[CH:56]=CC=C[CH:52]=1. No catalyst specified. The product is [C:16]([O:15][C:13]([C@:25]1([NH:22][C:23]([O:48][CH2:47][CH2:46][Si:45]([CH3:50])([CH3:49])[CH3:44])=[O:34])[CH2:26][C@@H:52]1[CH2:51][CH3:56])=[O:14])([CH3:17])([CH3:18])[CH3:19]. The yield is 0.520. (5) The reactants are C(Cl)(=O)C(Cl)=O.CS(C)=O.[Cl:11][C:12]1[C:13]2[CH:24]=[CH:23][CH:22]=[CH:21][C:14]=2[S:15][C:16]=1[CH2:17][CH2:18][CH2:19][OH:20].C(N(CC)CC)C. The catalyst is ClCCl.O. The product is [Cl:11][C:12]1[C:13]2[CH:24]=[CH:23][CH:22]=[CH:21][C:14]=2[S:15][C:16]=1[CH2:17][CH2:18][CH:19]=[O:20]. The yield is 0.830.